This data is from Forward reaction prediction with 1.9M reactions from USPTO patents (1976-2016). The task is: Predict the product of the given reaction. (1) Given the reactants [CH3:1][S:2][C:3]1[S:4][C:5]2[CH:11]=[C:10]([CH2:12][NH:13][C:14]3[C:15]([NH2:24])=[CH:16][C:17]([C:20]([F:23])([F:22])[F:21])=[CH:18][CH:19]=3)[CH:9]=[CH:8][C:6]=2[N:7]=1.[CH:25](OCC)(OCC)OCC, predict the reaction product. The product is: [CH3:1][S:2][C:3]1[S:4][C:5]2[CH:11]=[C:10]([CH2:12][N:13]3[C:14]4[CH:19]=[CH:18][C:17]([C:20]([F:23])([F:21])[F:22])=[CH:16][C:15]=4[N:24]=[CH:25]3)[CH:9]=[CH:8][C:6]=2[N:7]=1. (2) Given the reactants [C:1]([C:3]1[C:4]([C:18](OCC)=[O:19])=[C:5]([C:12]2[CH:17]=[CH:16][CH:15]=[CH:14][N:13]=2)[N:6]2[C:11]=1[CH:10]=[CH:9][CH:8]=[CH:7]2)#[N:2].CC(C[AlH]CC(C)C)C.C1(C)C=CC=CC=1, predict the reaction product. The product is: [CH:18]([C:4]1[C:3]([C:1]#[N:2])=[C:11]2[N:6]([C:5]=1[C:12]1[CH:17]=[CH:16][CH:15]=[CH:14][N:13]=1)[CH:7]=[CH:8][CH:9]=[CH:10]2)=[O:19]. (3) Given the reactants [H-].[Na+].[O:3]1[CH2:6][CH:5]([OH:7])[CH2:4]1.[N:8]1[CH:13]=[CH:12][CH:11]=[CH:10][C:9]=1[O:14][C:15](=O)[O:16]C1C=CC=CN=1, predict the reaction product. The product is: [C:15](=[O:16])([O:14][C:9]1[CH:10]=[CH:11][CH:12]=[CH:13][N:8]=1)[O:7][CH:5]1[CH2:6][O:3][CH2:4]1. (4) Given the reactants [CH2:1]([CH:3]1[CH2:8][CH2:7][CH2:6][CH2:5][NH:4]1)[CH3:2].Cl[CH2:10][C:11]1[CH:36]=[CH:35][C:14]([C:15]([NH:17][C:18]2[CH:19]=[CH:20][C:21]([O:24][C:25](=[O:34])[N:26]([CH3:33])[C:27]3[CH:32]=[CH:31][CH:30]=[CH:29][CH:28]=3)=[N:22][CH:23]=2)=[O:16])=[CH:13][CH:12]=1.[I-].[Na+].O, predict the reaction product. The product is: [CH2:1]([CH:3]1[CH2:8][CH2:7][CH2:6][CH2:5][N:4]1[CH2:10][C:11]1[CH:12]=[CH:13][C:14]([C:15]([NH:17][C:18]2[CH:19]=[CH:20][C:21]([O:24][C:25](=[O:34])[N:26]([CH3:33])[C:27]3[CH:32]=[CH:31][CH:30]=[CH:29][CH:28]=3)=[N:22][CH:23]=2)=[O:16])=[CH:35][CH:36]=1)[CH3:2]. (5) Given the reactants [F:1][C:2]1[C:7]([F:8])=[CH:6][CH:5]=[CH:4][C:3]=1[CH:9]1[CH2:19][CH2:18][C@@H:17]([O:20][Si](C(C)C)(C(C)C)C(C)C)[C:12]2=[N:13][CH:14]=[CH:15][CH:16]=[C:11]2[C:10]1=[O:31].CCCC[N+](CCCC)(CCCC)CCCC.[F-].C(OCC)(=O)C.CCCCCC, predict the reaction product. The product is: [F:1][C:2]1[C:7]([F:8])=[CH:6][CH:5]=[CH:4][C:3]=1[C@@H:9]1[CH2:19][CH2:18][C@@H:17]([OH:20])[C:12]2=[N:13][CH:14]=[CH:15][CH:16]=[C:11]2[C:10]1=[O:31]. (6) Given the reactants [Cl:1][C:2]1[CH:7]=[CH:6][CH:5]=[CH:4][C:3]=1[NH:8][CH:9]1[C:18]2[C:13](=[CH:14][CH:15]=[CH:16][CH:17]=2)[N:12]([C:19](=[O:30])[C:20]2[CH:25]=[CH:24][C:23]([O:26][CH3:27])=[C:22]([O:28][CH3:29])[CH:21]=2)[CH2:11][CH2:10]1.[H-].[Na+].[CH3:33]I.O, predict the reaction product. The product is: [Cl:1][C:2]1[CH:7]=[CH:6][CH:5]=[CH:4][C:3]=1[N:8]([CH3:33])[CH:9]1[C:18]2[C:13](=[CH:14][CH:15]=[CH:16][CH:17]=2)[N:12]([C:19](=[O:30])[C:20]2[CH:25]=[CH:24][C:23]([O:26][CH3:27])=[C:22]([O:28][CH3:29])[CH:21]=2)[CH2:11][CH2:10]1. (7) Given the reactants [F:1][C:2]1[CH:7]=[CH:6][C:5]([C:8]2[CH:12]=[C:11]([OH:13])[NH:10][N:9]=2)=[CH:4][CH:3]=1.C([O-])([O-])=O.[K+].[K+].CS(O[CH2:25][C:26]([F:34])([F:33])[CH2:27]OS(C)(=O)=O)(=O)=O, predict the reaction product. The product is: [F:33][C:26]1([F:34])[CH2:27][O:13][C:11]2=[CH:12][C:8]([C:5]3[CH:4]=[CH:3][C:2]([F:1])=[CH:7][CH:6]=3)=[N:9][N:10]2[CH2:25]1.